From a dataset of Full USPTO retrosynthesis dataset with 1.9M reactions from patents (1976-2016). Predict the reactants needed to synthesize the given product. (1) Given the product [F:13][C:14]([F:27])([F:26])[S:15]([O:11][C:9]1[CH:8]=[CH:7][C:6]2[C:2]([CH3:12])([CH3:1])[CH2:3][O:4][C:5]=2[CH:10]=1)(=[O:17])=[O:16], predict the reactants needed to synthesize it. The reactants are: [CH3:1][C:2]1([CH3:12])[C:6]2[CH:7]=[CH:8][C:9]([OH:11])=[CH:10][C:5]=2[O:4][CH2:3]1.[F:13][C:14]([F:27])([F:26])[S:15](O[S:15]([C:14]([F:27])([F:26])[F:13])(=[O:17])=[O:16])(=[O:17])=[O:16].C(N(CC)CC)C.O. (2) Given the product [F:1][C:2]1[CH:3]=[C:4]([CH2:9][CH2:10][C:11]2[NH:15][N:14]=[C:13]([NH:16][C:18]3[CH:23]=[CH:22][N:21]=[C:20]([NH:24][CH2:25][C:26]4[O:30][N:29]=[C:28]([CH3:31])[CH:27]=4)[N:19]=3)[CH:12]=2)[CH:5]=[C:6]([CH3:8])[CH:7]=1, predict the reactants needed to synthesize it. The reactants are: [F:1][C:2]1[CH:3]=[C:4]([CH2:9][CH2:10][C:11]2[NH:15][N:14]=[C:13]([NH2:16])[CH:12]=2)[CH:5]=[C:6]([CH3:8])[CH:7]=1.Cl[C:18]1[CH:23]=[CH:22][N:21]=[C:20]([NH:24][CH2:25][C:26]2[O:30][N:29]=[C:28]([CH3:31])[CH:27]=2)[N:19]=1. (3) Given the product [Br-:25].[CH3:36][C:32]1[N:31]=[C:30]([NH:29][C:27]([CH2:26][N+:1]23[CH2:8][CH2:7][CH:4]([CH2:5][CH2:6]2)[C@@H:3]([O:9][C:10]([C:12]2([C:19]4[CH:20]=[CH:21][CH:22]=[CH:23][CH:24]=4)[CH2:18][CH2:17][CH2:16][CH2:15][CH2:14][CH2:13]2)=[O:11])[CH2:2]3)=[O:28])[CH:35]=[N:34][CH:33]=1, predict the reactants needed to synthesize it. The reactants are: [N:1]12[CH2:8][CH2:7][CH:4]([CH2:5][CH2:6]1)[C@@H:3]([O:9][C:10]([C:12]1([C:19]3[CH:24]=[CH:23][CH:22]=[CH:21][CH:20]=3)[CH2:18][CH2:17][CH2:16][CH2:15][CH2:14][CH2:13]1)=[O:11])[CH2:2]2.[Br:25][CH2:26][C:27]([NH:29][C:30]1[CH:35]=[N:34][CH:33]=[C:32]([CH3:36])[N:31]=1)=[O:28]. (4) Given the product [NH2:7][C:6]1[N:8]=[C:18]([NH2:19])[C:17]2[CH:20]=[C:21]([C:47]3[CH:52]=[CH:51][CH:50]=[CH:49][CH:48]=3)[C:22]([C:24]3[CH:29]=[CH:28][C:27]([CH2:30][N:31]4[CH2:36][CH2:35][CH:34]([N:37]5[C:41]6[CH:42]=[CH:43][CH:44]=[CH:45][C:40]=6[NH:39][C:38]5=[O:46])[CH2:33][CH2:32]4)=[CH:26][CH:25]=3)=[N:23][C:16]=2[N:5]=1, predict the reactants needed to synthesize it. The reactants are: C(=O)(O)O.[NH2:5][C:6]([NH2:8])=[NH:7].CC(C)([O-])C.[K+].Cl[C:16]1[N:23]=[C:22]([C:24]2[CH:29]=[CH:28][C:27]([CH2:30][N:31]3[CH2:36][CH2:35][CH:34]([N:37]4[C:41]5[CH:42]=[CH:43][CH:44]=[CH:45][C:40]=5[NH:39][C:38]4=[O:46])[CH2:33][CH2:32]3)=[CH:26][CH:25]=2)[C:21]([C:47]2[CH:52]=[CH:51][CH:50]=[CH:49][CH:48]=2)=[CH:20][C:17]=1[C:18]#[N:19]. (5) Given the product [Cl:33][C:34]1[CH:35]=[C:36]([CH:41]=[CH:42][C:43]=1[O:44][CH2:45][C@@H:46]([NH:48][C:18](=[O:20])[CH2:17][C:14]1[CH:13]=[CH:12][C:11]([NH:10][C:9]([NH:8][C:3]2[CH:4]=[CH:5][CH:6]=[CH:7][C:2]=2[CH3:1])=[O:32])=[CH:16][CH:15]=1)[CH3:47])[C:37]([O:39][CH3:40])=[O:38], predict the reactants needed to synthesize it. The reactants are: [CH3:1][C:2]1[CH:7]=[CH:6][CH:5]=[CH:4][C:3]=1[NH:8][C:9](=[O:32])[NH:10][C:11]1[CH:16]=[CH:15][C:14]([CH2:17][C:18]([O:20]C2C(F)=C(F)C(F)=C(F)C=2F)=O)=[CH:13][CH:12]=1.[Cl:33][C:34]1[CH:35]=[C:36]([CH:41]=[CH:42][C:43]=1[O:44][CH2:45][C@@H:46]([NH2:48])[CH3:47])[C:37]([O:39][CH3:40])=[O:38].CCN(CC)CC. (6) Given the product [CH2:2]([C:6]1[CH:11]=[CH:10][C:9]([CH2:12][Br:1])=[CH:8][CH:7]=1)[CH:3]([CH3:5])[CH3:4], predict the reactants needed to synthesize it. The reactants are: [BrH:1].[CH2:2]([C:6]1[CH:11]=[CH:10][C:9]([CH2:12]O)=[CH:8][CH:7]=1)[CH:3]([CH3:5])[CH3:4]. (7) Given the product [CH:10]1([NH:13][CH2:4][C:3]2[CH:6]=[CH:7][CH:8]=[CH:9][C:2]=2[CH3:1])[CH2:12][CH2:11]1, predict the reactants needed to synthesize it. The reactants are: [CH3:1][C:2]1[CH:9]=[CH:8][CH:7]=[CH:6][C:3]=1[CH:4]=O.[CH:10]1([NH2:13])[CH2:12][CH2:11]1. (8) Given the product [Br:1][CH:13]([C:14](=[O:19])[C:15]([CH3:18])([CH3:17])[CH3:16])[C:12](=[O:20])[C:10]([CH3:21])([CH3:9])[CH3:11], predict the reactants needed to synthesize it. The reactants are: [Br:1]N1C(=O)CCC1=O.[CH3:9][C:10]([CH3:21])([C:12](=[O:20])[CH2:13][C:14](=[O:19])[C:15]([CH3:18])([CH3:17])[CH3:16])[CH3:11]. (9) Given the product [CH3:1][C:2]([N:7]1[CH:11]=[C:10]([C:12]2[CH:17]=[CH:16][N:15]=[C:14]3[NH:18][CH:19]=[CH:20][C:13]=23)[CH:9]=[N:8]1)([CH3:6])[C:3]([NH2:23])=[O:4], predict the reactants needed to synthesize it. The reactants are: [CH3:1][C:2]([N:7]1[CH:11]=[C:10]([C:12]2[CH:17]=[CH:16][N:15]=[C:14]3[NH:18][CH:19]=[CH:20][C:13]=23)[CH:9]=[N:8]1)([CH3:6])[C:3](O)=[O:4].C1N=C[N:23](C(N2C=NC=C2)=O)C=1.